Dataset: NCI-60 drug combinations with 297,098 pairs across 59 cell lines. Task: Regression. Given two drug SMILES strings and cell line genomic features, predict the synergy score measuring deviation from expected non-interaction effect. (1) Drug 1: CC1=C(C=C(C=C1)NC2=NC=CC(=N2)N(C)C3=CC4=NN(C(=C4C=C3)C)C)S(=O)(=O)N.Cl. Drug 2: CN1CCC(CC1)COC2=C(C=C3C(=C2)N=CN=C3NC4=C(C=C(C=C4)Br)F)OC. Cell line: M14. Synergy scores: CSS=-3.05, Synergy_ZIP=3.38, Synergy_Bliss=2.62, Synergy_Loewe=-0.240, Synergy_HSA=-1.13. (2) Drug 1: CC1=CC=C(C=C1)C2=CC(=NN2C3=CC=C(C=C3)S(=O)(=O)N)C(F)(F)F. Cell line: SF-268. Synergy scores: CSS=-0.619, Synergy_ZIP=1.28, Synergy_Bliss=2.22, Synergy_Loewe=-0.916, Synergy_HSA=-1.30. Drug 2: COC1=NC(=NC2=C1N=CN2C3C(C(C(O3)CO)O)O)N. (3) Drug 1: CC1=C2C(C(=O)C3(C(CC4C(C3C(C(C2(C)C)(CC1OC(=O)C(C(C5=CC=CC=C5)NC(=O)OC(C)(C)C)O)O)OC(=O)C6=CC=CC=C6)(CO4)OC(=O)C)OC)C)OC. Drug 2: C1=CN(C=N1)CC(O)(P(=O)(O)O)P(=O)(O)O. Cell line: SK-OV-3. Synergy scores: CSS=31.0, Synergy_ZIP=-4.56, Synergy_Bliss=-8.25, Synergy_Loewe=-14.6, Synergy_HSA=-7.71. (4) Drug 1: C1=CC(=CC=C1CCCC(=O)O)N(CCCl)CCCl. Drug 2: B(C(CC(C)C)NC(=O)C(CC1=CC=CC=C1)NC(=O)C2=NC=CN=C2)(O)O. Cell line: SK-MEL-28. Synergy scores: CSS=1.18, Synergy_ZIP=-3.74, Synergy_Bliss=-8.53, Synergy_Loewe=-11.4, Synergy_HSA=-11.4.